Regression. Given two drug SMILES strings and cell line genomic features, predict the synergy score measuring deviation from expected non-interaction effect. From a dataset of NCI-60 drug combinations with 297,098 pairs across 59 cell lines. (1) Drug 1: CN1CCC(CC1)COC2=C(C=C3C(=C2)N=CN=C3NC4=C(C=C(C=C4)Br)F)OC. Cell line: KM12. Synergy scores: CSS=-3.41, Synergy_ZIP=-1.74, Synergy_Bliss=-4.29, Synergy_Loewe=-11.0, Synergy_HSA=-7.11. Drug 2: CC1=C(N=C(N=C1N)C(CC(=O)N)NCC(C(=O)N)N)C(=O)NC(C(C2=CN=CN2)OC3C(C(C(C(O3)CO)O)O)OC4C(C(C(C(O4)CO)O)OC(=O)N)O)C(=O)NC(C)C(C(C)C(=O)NC(C(C)O)C(=O)NCCC5=NC(=CS5)C6=NC(=CS6)C(=O)NCCC[S+](C)C)O. (2) Drug 1: C1=CC(=CC=C1CCC2=CNC3=C2C(=O)NC(=N3)N)C(=O)NC(CCC(=O)O)C(=O)O. Drug 2: C1=NNC2=C1C(=O)NC=N2. Cell line: RXF 393. Synergy scores: CSS=12.5, Synergy_ZIP=3.84, Synergy_Bliss=-0.176, Synergy_Loewe=-2.14, Synergy_HSA=1.41.